Dataset: Reaction yield outcomes from USPTO patents with 853,638 reactions. Task: Predict the reaction yield, written as a fraction of the theoretical maximum amount of product (1.0 means a 100% yield; for example, 0.34 means a 34% yield). The reactants are [OH:1][C:2]1[CH:3]=[C:4]([CH2:8][C:9]([O:11][CH3:12])=[O:10])[CH:5]=[CH:6][CH:7]=1.[C:13]([N:20]1[CH2:25][CH2:24][CH:23]([CH2:26][CH2:27][CH2:28]O)[CH2:22][CH2:21]1)([O:15][C:16]([CH3:19])([CH3:18])[CH3:17])=[O:14].C1(P(C2C=CC=CC=2)C2C=CC=CC=2)C=CC=CC=1.N(C(OC(C)C)=O)=NC(OC(C)C)=O. The catalyst is C1COCC1. The product is [C:13]([N:20]1[CH2:21][CH2:22][CH:23]([CH2:26][CH2:27][CH2:28][O:1][C:2]2[CH:3]=[C:4]([CH2:8][C:9]([O:11][CH3:12])=[O:10])[CH:5]=[CH:6][CH:7]=2)[CH2:24][CH2:25]1)([O:15][C:16]([CH3:19])([CH3:18])[CH3:17])=[O:14]. The yield is 0.620.